From a dataset of Forward reaction prediction with 1.9M reactions from USPTO patents (1976-2016). Predict the product of the given reaction. The product is: [F:36][CH2:35][CH2:34][N:23]1[CH2:24][CH2:25][CH:20]([O:19][C:15]2[CH:14]=[C:13]3[C:18]([CH:9]([C:6]4[CH:5]=[CH:4][C:3]([O:2][CH3:1])=[CH:8][CH:7]=4)[CH2:10][N:11]([CH3:26])[CH2:12]3)=[CH:17][CH:16]=2)[CH2:21][CH2:22]1. Given the reactants [CH3:1][O:2][C:3]1[CH:8]=[CH:7][C:6]([CH:9]2[C:18]3[C:13](=[CH:14][C:15]([O:19][CH:20]4[CH2:25][CH2:24][NH:23][CH2:22][CH2:21]4)=[CH:16][CH:17]=3)[CH2:12][N:11]([CH3:26])[CH2:10]2)=[CH:5][CH:4]=1.C([O-])([O-])=O.[K+].[K+].Br[CH2:34][CH2:35][F:36], predict the reaction product.